From a dataset of Forward reaction prediction with 1.9M reactions from USPTO patents (1976-2016). Predict the product of the given reaction. (1) Given the reactants [CH2:1]([C:3]([NH2:8])([CH2:6][CH3:7])[CH2:4][NH2:5])[CH3:2].[F:9][C:10]1[CH:31]=[CH:30][CH:29]=[C:28]([F:32])[C:11]=1[CH2:12][O:13][C:14]1[C:15]2[N:16]([C:21]([C:25](O)=[O:26])=[C:22]([CH3:24])[N:23]=2)[CH:17]=[C:18]([CH3:20])[CH:19]=1.CN(C(ON1N=NC2C=CC=CC1=2)=[N+](C)C)C.[B-](F)(F)(F)F.CN1CCOCC1, predict the reaction product. The product is: [NH2:8][C:3]([CH2:6][CH3:7])([CH2:1][CH3:2])[CH2:4][NH:5][C:25]([C:21]1[N:16]2[CH:17]=[C:18]([CH3:20])[CH:19]=[C:14]([O:13][CH2:12][C:11]3[C:28]([F:32])=[CH:29][CH:30]=[CH:31][C:10]=3[F:9])[C:15]2=[N:23][C:22]=1[CH3:24])=[O:26]. (2) Given the reactants Br[C:2]1[CH:3]=[C:4]([C:8](=[O:24])[C:9]([C:11]2[CH:16]=[CH:15][C:14]([O:17][CH:18]([F:20])[F:19])=[C:13]([CH:21]3[CH2:23][CH2:22]3)[CH:12]=2)=[O:10])[CH:5]=[CH:6][CH:7]=1.[CH2:25]([OH:30])[CH2:26][CH2:27][C:28]#[CH:29].[Al], predict the reaction product. The product is: [CH:21]1([C:13]2[CH:12]=[C:11]([C:9](=[O:10])[C:8]([C:4]3[CH:5]=[CH:6][CH:7]=[C:2]([C:29]#[C:28][CH2:27][CH2:26][CH2:25][OH:30])[CH:3]=3)=[O:24])[CH:16]=[CH:15][C:14]=2[O:17][CH:18]([F:20])[F:19])[CH2:23][CH2:22]1. (3) Given the reactants [F:1][C:2]([F:25])([C:18]1[CH:23]=[CH:22][C:21]([F:24])=[CH:20][N:19]=1)[C:3]1[N:12]=[C:11](SC)[C:10]2[C:5](=[CH:6][C:7]([C:15]([NH2:17])=[O:16])=[CH:8][CH:9]=2)[N:4]=1.ClC1C=CC=C(C(OO)=O)C=1.S([O-])([O-])(=O)=S.[Na+].[Na+].C(=O)(O)[O-].[Na+].[CH3:49][C:50]1[NH:54][N:53]=[C:52]([NH2:55])[CH:51]=1, predict the reaction product. The product is: [F:1][C:2]([F:25])([C:18]1[CH:23]=[CH:22][C:21]([F:24])=[CH:20][N:19]=1)[C:3]1[N:12]=[C:11]([NH:55][C:52]2[CH:51]=[C:50]([CH3:49])[NH:54][N:53]=2)[C:10]2[C:5](=[CH:6][C:7]([C:15]([NH2:17])=[O:16])=[CH:8][CH:9]=2)[N:4]=1. (4) Given the reactants [C:1]([O:12][CH3:13])(=[O:11])[C:2]1[CH:10]=[CH:9][CH:8]=[C:4]([C:5](O)=O)[CH:3]=1.[NH2:14][C:15]1[CH:20]=[C:19]([F:21])[CH:18]=[CH:17][C:16]=1[OH:22].CS(O)(=O)=O.O=P12OP3(OP(OP(O3)(O1)=O)(=O)O2)=O.C([O-])(O)=O.[Na+], predict the reaction product. The product is: [CH3:13][O:12][C:1](=[O:11])[C:2]1[CH:10]=[CH:9][CH:8]=[C:4]([C:5]2[O:22][C:16]3[CH:17]=[CH:18][C:19]([F:21])=[CH:20][C:15]=3[N:14]=2)[CH:3]=1. (5) Given the reactants O[C:2]([C@H:5]1[CH2:9][O:8][C:7]([CH3:11])([CH3:10])[N:6]1[C:12]([O:14][C:15]([CH3:18])([CH3:17])[CH3:16])=[O:13])([CH3:4])[CH3:3].C(N(S(F)(F)[F:25])CC)C, predict the reaction product. The product is: [F:25][C:2]([C@H:5]1[CH2:9][O:8][C:7]([CH3:11])([CH3:10])[N:6]1[C:12]([O:14][C:15]([CH3:18])([CH3:17])[CH3:16])=[O:13])([CH3:4])[CH3:3]. (6) Given the reactants [CH3:1][O:2][C:3](=[O:18])[CH2:4][C:5]1[C:13]2[C:8](=[CH:9][CH:10]=[CH:11][CH:12]=2)[N:7]([C:14]([O:16][CH3:17])=[O:15])[CH:6]=1.CN(C)P(=O)(N(C)C)N(C)C.C([N-]C(C)C)(C)C.[Li+].C1CCCCC1.Br[CH2:45][CH2:46][C:47]1[CH:52]=[CH:51][CH:50]=[CH:49][CH:48]=1, predict the reaction product. The product is: [CH3:1][O:2][C:3](=[O:18])[CH:4]([CH2:45][CH2:46][C:47]1[CH:52]=[CH:51][CH:50]=[CH:49][CH:48]=1)[C:5]1[C:13]2[C:8](=[CH:9][CH:10]=[CH:11][CH:12]=2)[N:7]([C:14]([O:16][CH3:17])=[O:15])[CH:6]=1. (7) The product is: [CH3:25][CH:2]([CH3:26])[CH2:3][CH2:4][CH2:5][CH2:6][CH2:7][CH2:8][C:9]1[CH:10]=[CH:11][C:12]([C@@H:15]2[CH2:24][CH2:23][C@@:17]3([NH:21][C:20](=[O:22])[O:19][CH2:18]3)[CH2:16]2)=[CH:13][CH:14]=1. Given the reactants O[C:2]([CH3:26])([CH3:25])[CH2:3][CH2:4][CH2:5][CH2:6][CH2:7][CH2:8][C:9]1[CH:14]=[CH:13][C:12]([C@@H:15]2[CH2:24][CH2:23][C@@:17]3([NH:21][C:20](=[O:22])[O:19][CH2:18]3)[CH2:16]2)=[CH:11][CH:10]=1.[O-]S([O-])(=O)=O.[Na+].[Na+], predict the reaction product. (8) The product is: [ClH:29].[NH2:4][C@H:1]([C:3]1[C:39](=[O:45])[NH:38][C:33]2[C:34]([CH:36]=1)=[CH:35][C:30]([Cl:29])=[CH:31][C:32]=2[F:46])[CH3:2]. Given the reactants [CH:1]([NH:4]C(C)C)([CH3:3])[CH3:2].C([Li])CCC.C(OC(N[C@@H](C)CC(OCC)=O)=O)(C)(C)C.[Cl:29][C:30]1[CH:35]=[C:34]([CH:36]=O)[C:33]([NH:38][C:39](=[O:45])OC(C)(C)C)=[C:32]([F:46])[CH:31]=1, predict the reaction product. (9) The product is: [CH2:12]([CH:3]1[CH2:4][CH2:5][CH2:6][CH2:7][C:2]1=[O:8])[CH:11]=[CH2:10]. Given the reactants O.[C:2]1(=[O:8])[CH2:7][CH2:6][CH2:5][CH2:4][CH2:3]1.N1C[CH2:12][CH2:11][CH2:10]1.C(Br)C=C, predict the reaction product. (10) The product is: [CH3:1][O:2][C:3]1[C:11]2[O:10][CH:9]=[C:8]([CH2:15][C:13]#[N:14])[C:7]=2[CH:6]=[CH:5][CH:4]=1. Given the reactants [CH3:1][O:2][C:3]1[C:11]2[O:10][CH2:9][C:8](=O)[C:7]=2[CH:6]=[CH:5][CH:4]=1.[C:13]([CH2:15]C(O)=O)#[N:14].C([O-])(=O)C.[NH4+], predict the reaction product.